From a dataset of Reaction yield outcomes from USPTO patents with 853,638 reactions. Predict the reaction yield, written as a fraction of the theoretical maximum amount of product (1.0 means a 100% yield; for example, 0.34 means a 34% yield). The reactants are [O:1]1[C:5]2[CH:6]=[CH:7][C:8]([C:10]3([C:13]([OH:15])=O)[CH2:12][CH2:11]3)=[CH:9][C:4]=2[O:3][CH2:2]1.CN(C(ON1N=NC2C=CC=CC1=2)=[N+](C)C)C.F[P-](F)(F)(F)(F)F.CCN(CC)CC.[NH2:47][C:48]1[CH:49]=[C:50]2[C:54](=[CH:55][CH:56]=1)[NH:53][C:52]([CH:57]([CH3:60])[CH2:58][OH:59])=[CH:51]2. The catalyst is C(#N)C. The product is [O:1]1[C:5]2[CH:6]=[CH:7][C:8]([C:10]3([C:13]([NH:47][C:48]4[CH:49]=[C:50]5[C:54](=[CH:55][CH:56]=4)[NH:53][C:52]([CH:57]([CH3:60])[CH2:58][OH:59])=[CH:51]5)=[O:15])[CH2:11][CH2:12]3)=[CH:9][C:4]=2[O:3][CH2:2]1. The yield is 0.510.